From a dataset of Reaction yield outcomes from USPTO patents with 853,638 reactions. Predict the reaction yield, written as a fraction of the theoretical maximum amount of product (1.0 means a 100% yield; for example, 0.34 means a 34% yield). (1) The reactants are Cl[C:2]1[N:7]=[C:6]([C:8]2[S:12][C:11]([CH:13]3[CH2:18][CH2:17][CH2:16][CH2:15][CH2:14]3)=[N:10][C:9]=2[C:19]2[C:20]([F:37])=[C:21]([NH:25][S:26]([C:29]3[C:34]([F:35])=[CH:33][CH:32]=[CH:31][C:30]=3[F:36])(=[O:28])=[O:27])[CH:22]=[CH:23][CH:24]=2)[CH:5]=[CH:4][N:3]=1.[NH4+:38].[OH-]. No catalyst specified. The product is [NH2:38][C:2]1[N:7]=[C:6]([C:8]2[S:12][C:11]([CH:13]3[CH2:18][CH2:17][CH2:16][CH2:15][CH2:14]3)=[N:10][C:9]=2[C:19]2[C:20]([F:37])=[C:21]([NH:25][S:26]([C:29]3[C:34]([F:35])=[CH:33][CH:32]=[CH:31][C:30]=3[F:36])(=[O:28])=[O:27])[CH:22]=[CH:23][CH:24]=2)[CH:5]=[CH:4][N:3]=1. The yield is 0.570. (2) The product is [C:1]([O:5][C:6]([N:8]1[CH2:14][C:13]2[CH:15]=[C:16](/[CH:24]=[CH:23]/[C:22](=[O:25])[N:21]([CH3:20])[CH2:26][C:27]3[O:28][C:29]4[CH:36]=[CH:35][CH:34]=[CH:33][C:30]=4[C:31]=3[CH3:32])[CH:17]=[N:18][C:12]=2[NH:11][CH2:10][CH2:9]1)=[O:7])([CH3:4])([CH3:3])[CH3:2]. The catalyst is C(#N)CC.CN(C=O)C.CCOC(C)=O.CC([O-])=O.CC([O-])=O.[Pd+2]. The reactants are [C:1]([O:5][C:6]([N:8]1[CH2:14][C:13]2[CH:15]=[C:16](Br)[CH:17]=[N:18][C:12]=2[NH:11][CH2:10][CH2:9]1)=[O:7])([CH3:4])([CH3:3])[CH3:2].[CH3:20][N:21]([CH2:26][C:27]1[O:28][C:29]2[CH:36]=[CH:35][CH:34]=[CH:33][C:30]=2[C:31]=1[CH3:32])[C:22](=[O:25])[CH:23]=[CH2:24].C(N(C(C)C)C(C)C)C.CC1C=CC=CC=1P(C1C=CC=CC=1C)C1C=CC=CC=1C. The yield is 0.620. (3) The reactants are F[C:2]1[CH:14]=[CH:13][C:5]([C:6]([O:8][C:9]([CH3:12])([CH3:11])[CH3:10])=[O:7])=[CH:4][C:3]=1[CH2:15][N:16]([C:24](=[O:39])[C@@H:25]([CH2:37][OH:38])[NH:26]C(OCC1C=CC=CC=1)=O)[CH2:17][C:18]1[CH:23]=[CH:22][CH:21]=[CH:20][CH:19]=1.FC1C=CC(C(OC(C)(C)C)=O)=CC=1CN(C(=O)[C@@H](C)NC(OCC1C=CC=CC=1)=O)C. No catalyst specified. The product is [CH2:17]([N:16]1[CH2:15][C:3]2[CH:4]=[C:5]([C:6]([O:8][C:9]([CH3:11])([CH3:12])[CH3:10])=[O:7])[CH:13]=[CH:14][C:2]=2[NH:26][C@H:25]([CH2:37][OH:38])[C:24]1=[O:39])[C:18]1[CH:19]=[CH:20][CH:21]=[CH:22][CH:23]=1. The yield is 0.340. (4) The reactants are C(O[C:4]([C:6]1[C:7]([CH:18]2[CH2:20][CH2:19]2)=[N:8][C:9]2[C:14]([C:15]=1[CH3:16])=[CH:13][CH:12]=[C:11]([Br:17])[CH:10]=2)=[O:5])C.C[Al](C)C.[F:25][C:26]1[CH:33]=[CH:32][C:29]([CH2:30][NH2:31])=[CH:28][CH:27]=1.CCOC(C)=O.C1CCCCC1. The catalyst is C1(C)C=CC=CC=1. The product is [Br:17][C:11]1[CH:10]=[C:9]2[C:14]([C:15]([CH3:16])=[C:6]([C:4]([NH:31][CH2:30][C:29]3[CH:32]=[CH:33][C:26]([F:25])=[CH:27][CH:28]=3)=[O:5])[C:7]([CH:18]3[CH2:19][CH2:20]3)=[N:8]2)=[CH:13][CH:12]=1. The yield is 0.730. (5) The reactants are [CH3:1][O:2][C:3]1[CH:4]=[C:5]([CH:9]=[CH:10][C:11]=1[N+:12]([O-:14])=[O:13])[C:6]([NH2:8])=O.CCN(CC)CC.C(OC(C(F)(F)F)=O)(C(F)(F)F)=O. The catalyst is C1COCC1. The product is [CH3:1][O:2][C:3]1[CH:4]=[C:5]([CH:9]=[CH:10][C:11]=1[N+:12]([O-:14])=[O:13])[C:6]#[N:8]. The yield is 0.960. (6) The reactants are [CH:1]1([N:7]2[C:12](=[O:13])[CH2:11][C:10](=[O:14])[N:9]([CH2:15][C:16]3[CH:21]=[CH:20][C:19]([C:22]([CH3:25])([CH3:24])[CH3:23])=[CH:18][CH:17]=3)[C:8]2=[O:26])[CH2:6][CH2:5][CH2:4][CH2:3][CH2:2]1.C(N(C(C)C)CC)(C)C.[N:36]([CH2:39][C:40]([O:42]CC)=[O:41])=[C:37]=[O:38]. The catalyst is C(Cl)(Cl)Cl. The product is [CH:1]1([N:7]2[C:12]([OH:13])=[C:11]([C:37]([NH:36][CH2:39][C:40]([OH:42])=[O:41])=[O:38])[C:10](=[O:14])[N:9]([CH2:15][C:16]3[CH:17]=[CH:18][C:19]([C:22]([CH3:23])([CH3:25])[CH3:24])=[CH:20][CH:21]=3)[C:8]2=[O:26])[CH2:2][CH2:3][CH2:4][CH2:5][CH2:6]1. The yield is 0.820.